From a dataset of Full USPTO retrosynthesis dataset with 1.9M reactions from patents (1976-2016). Predict the reactants needed to synthesize the given product. (1) Given the product [Si:1]([O:8][CH2:9][C:10]1[CH:15]=[CH:14][C:13]([C:16]2[C:28]3[C:23](=[CH:24][CH:25]=[C:26]([Cl:29])[CH:27]=3)[CH:22]=[C:21]3[CH2:20][CH2:19][C:18](=[O:30])[C:17]=23)=[CH:12][CH:11]=1)([C:4]([CH3:6])([CH3:7])[CH3:5])([CH3:3])[CH3:2], predict the reactants needed to synthesize it. The reactants are: [Si:1]([O:8][CH2:9][C:10]1[CH:15]=[CH:14][C:13]([C:16]#[C:17][C:18](=[O:30])[CH2:19][CH2:20]/[CH:21]=[CH:22]/[C:23]2[CH:28]=[CH:27][C:26]([Cl:29])=[CH:25][CH:24]=2)=[CH:12][CH:11]=1)([C:4]([CH3:7])([CH3:6])[CH3:5])([CH3:3])[CH3:2].CCOC(C)=O.CCCCCC. (2) Given the product [CH3:37][N:7]([CH3:6])[C:8]([C:10]1[CH:11]=[CH:12][C:13]([C:16]2[N:21]=[C:20]3[O:22][C:23]4[C:28]([CH:29]([C:30](=[CH2:35])[C:31]([O:33][CH3:34])=[O:32])[C:19]3=[CH:18][CH:17]=2)=[CH:27][CH:26]=[CH:25][CH:24]=4)=[CH:14][CH:15]=1)=[O:9], predict the reactants needed to synthesize it. The reactants are: CS(Cl)(=O)=O.[CH3:6][N:7]([CH3:37])[C:8]([C:10]1[CH:15]=[CH:14][C:13]([C:16]2[N:21]=[C:20]3[O:22][C:23]4[C:28]([CH:29]([CH:30]([CH2:35]O)[C:31]([O:33][CH3:34])=[O:32])[C:19]3=[CH:18][CH:17]=2)=[CH:27][CH:26]=[CH:25][CH:24]=4)=[CH:12][CH:11]=1)=[O:9].C1CCN2C(=NCCC2)CC1.C([O-])(O)=O.[Na+].